From a dataset of Peptide-MHC class I binding affinity with 185,985 pairs from IEDB/IMGT. Regression. Given a peptide amino acid sequence and an MHC pseudo amino acid sequence, predict their binding affinity value. This is MHC class I binding data. (1) The peptide sequence is REMHHLVEF. The MHC is HLA-B40:01 with pseudo-sequence HLA-B40:01. The binding affinity (normalized) is 1.00. (2) The peptide sequence is EVNDTHYTV. The MHC is HLA-A02:06 with pseudo-sequence HLA-A02:06. The binding affinity (normalized) is 0.217. (3) The peptide sequence is KYKLKHIVW. The MHC is HLA-C06:02 with pseudo-sequence HLA-C06:02. The binding affinity (normalized) is 0. (4) The peptide sequence is SEVKFKYVL. The MHC is HLA-B48:01 with pseudo-sequence HLA-B48:01. The binding affinity (normalized) is 0.343. (5) The peptide sequence is KFAEESYTY. The MHC is HLA-A31:01 with pseudo-sequence HLA-A31:01. The binding affinity (normalized) is 0.121. (6) The peptide sequence is DLLNVTYNI. The MHC is HLA-A02:02 with pseudo-sequence HLA-A02:02. The binding affinity (normalized) is 0.474.